This data is from Skin sensitization/reaction prediction data. The task is: Regression/Classification. Given a drug SMILES string, predict its toxicity properties. Task type varies by dataset: regression for continuous values (e.g., LD50, hERG inhibition percentage) or binary classification for toxic/non-toxic outcomes (e.g., AMES mutagenicity, cardiotoxicity, hepatotoxicity). Dataset: skin_reaction. (1) The molecule is CCC(C)(C)C1CCC(CC=O)CC1. The result is 1 (causes skin reaction). (2) The drug is NCCNCCN. The result is 1 (causes skin reaction). (3) The compound is Cc1ncccc1Oc1ccc(N)cn1. The result is 1 (causes skin reaction). (4) The drug is CCCCN1CCC(CNC(=O)c2c3n(c4ccccc24)CCCO3)CC1. The result is 0 (no skin reaction). (5) The compound is C=CC(=O)OCC. The result is 1 (causes skin reaction). (6) The molecule is C=CC(=O)OCC(CC)(COC(=O)C=C)COC(=O)C=C. The result is 0 (no skin reaction). (7) The compound is CCOC=C1N=C(c2ccccc2)OC1=O. The result is 1 (causes skin reaction). (8) The compound is Cc1ccc(NCCO)cc1O. The result is 1 (causes skin reaction). (9) The compound is Oc1ccc(O)cc1. The result is 1 (causes skin reaction). (10) The drug is CCCCCCCCCCCBr. The result is 1 (causes skin reaction).